This data is from NCI-60 drug combinations with 297,098 pairs across 59 cell lines. The task is: Regression. Given two drug SMILES strings and cell line genomic features, predict the synergy score measuring deviation from expected non-interaction effect. (1) Drug 1: C#CCC(CC1=CN=C2C(=N1)C(=NC(=N2)N)N)C3=CC=C(C=C3)C(=O)NC(CCC(=O)O)C(=O)O. Drug 2: C1CCC(C(C1)N)N.C(=O)(C(=O)[O-])[O-].[Pt+4]. Cell line: SF-539. Synergy scores: CSS=0.146, Synergy_ZIP=-1.27, Synergy_Bliss=-0.905, Synergy_Loewe=-3.67, Synergy_HSA=-3.71. (2) Drug 1: C1=CC(=CC=C1C#N)C(C2=CC=C(C=C2)C#N)N3C=NC=N3. Drug 2: C(=O)(N)NO. Cell line: KM12. Synergy scores: CSS=-3.76, Synergy_ZIP=4.90, Synergy_Bliss=1.94, Synergy_Loewe=-3.24, Synergy_HSA=-6.80. (3) Drug 1: CC12CCC3C(C1CCC2=O)CC(=C)C4=CC(=O)C=CC34C. Drug 2: C1=C(C(=O)NC(=O)N1)F. Cell line: SK-MEL-28. Synergy scores: CSS=44.5, Synergy_ZIP=3.72, Synergy_Bliss=2.90, Synergy_Loewe=5.82, Synergy_HSA=7.06. (4) Drug 1: C1CCC(C1)C(CC#N)N2C=C(C=N2)C3=C4C=CNC4=NC=N3. Drug 2: CN1CCC(CC1)COC2=C(C=C3C(=C2)N=CN=C3NC4=C(C=C(C=C4)Br)F)OC. Cell line: OVCAR-8. Synergy scores: CSS=1.25, Synergy_ZIP=5.74, Synergy_Bliss=-0.650, Synergy_Loewe=-7.95, Synergy_HSA=-2.53. (5) Drug 1: C1=CC(=CC=C1CC(C(=O)O)N)N(CCCl)CCCl.Cl. Drug 2: C1=CC=C(C=C1)NC(=O)CCCCCCC(=O)NO. Cell line: HCT116. Synergy scores: CSS=27.7, Synergy_ZIP=-7.09, Synergy_Bliss=-6.12, Synergy_Loewe=-14.8, Synergy_HSA=-4.35.